Dataset: Reaction yield outcomes from USPTO patents with 853,638 reactions. Task: Predict the reaction yield, written as a fraction of the theoretical maximum amount of product (1.0 means a 100% yield; for example, 0.34 means a 34% yield). (1) The reactants are C1C=C(Cl)C=C(C(OO)=O)C=1.[Cl:12][C:13]1[CH:18]=[CH:17][CH:16]=[C:15]([Cl:19])[C:14]=1[N:20]1[CH:31]=[C:30]([C:32]#[C:33][CH2:34][NH:35][C:36](=[O:42])[O:37][C:38]([CH3:41])([CH3:40])[CH3:39])[C:23]2[N:24]=[C:25](SC)[N:26]=[CH:27][C:22]=2[C:21]1=[O:43].CCN(C(C)C)C(C)C.[O:53]1[CH2:58][CH2:57][N:56]([C:59]2[CH:65]=[CH:64][C:62]([NH2:63])=[CH:61][CH:60]=2)[CH2:55][CH2:54]1. The catalyst is C(Cl)Cl.C1(C)C=CC=CC=1. The product is [Cl:12][C:13]1[CH:18]=[CH:17][CH:16]=[C:15]([Cl:19])[C:14]=1[N:20]1[CH:31]=[C:30]([C:32]#[C:33][CH2:34][NH:35][C:36](=[O:42])[O:37][C:38]([CH3:41])([CH3:40])[CH3:39])[C:23]2[N:24]=[C:25]([NH:63][C:62]3[CH:61]=[CH:60][C:59]([N:56]4[CH2:57][CH2:58][O:53][CH2:54][CH2:55]4)=[CH:65][CH:64]=3)[N:26]=[CH:27][C:22]=2[C:21]1=[O:43]. The yield is 0.350. (2) The reactants are O.[OH-].[Cs+].[Cl:4][C:5]1[N:10]=[C:9]([CH2:11][S:12]([CH3:21])(=[O:20])=[N:13]C(=O)C(F)(F)F)[CH:8]=[C:7]([N:22]2[CH2:27][CH2:26][O:25][CH2:24][C@H:23]2[CH3:28])[N:6]=1.Br[CH2:30][CH2:31]Br. The catalyst is [Br-].C([N+](CCCCCCCC)(CCCCCCCC)CCCCCCCC)CCCCCCC.CN1C2C(N=C(N)NC=2NCC1CNC1C=CC(C(NC(C(O)=O)CCC(O)=O)=O)=CC=1)=O. The product is [Cl:4][C:5]1[N:6]=[C:7]([N:22]2[CH2:27][CH2:26][O:25][CH2:24][C@H:23]2[CH3:28])[CH:8]=[C:9]([C:11]2([S@@:12]([CH3:21])(=[NH:13])=[O:20])[CH2:31][CH2:30]2)[N:10]=1. The yield is 0.440. (3) The reactants are [C:1]1([C:7]2[O:11][N:10]=[C:9]([NH2:12])[CH:8]=2)[CH:6]=[CH:5][CH:4]=[CH:3][CH:2]=1.Br[C:14]1[C:15](=[O:22])[N:16]([CH3:21])[CH:17]=[C:18]([Br:20])[CH:19]=1.CC1(C)C2C(=C(P(C3C=CC=CC=3)C3C=CC=CC=3)C=CC=2)OC2C(P(C3C=CC=CC=3)C3C=CC=CC=3)=CC=CC1=2.C(=O)([O-])[O-].[Cs+].[Cs+]. The catalyst is C1C=CC(/C=C/C(/C=C/C2C=CC=CC=2)=O)=CC=1.C1C=CC(/C=C/C(/C=C/C2C=CC=CC=2)=O)=CC=1.C1C=CC(/C=C/C(/C=C/C2C=CC=CC=2)=O)=CC=1.[Pd].[Pd].O1CCOCC1. The product is [Br:20][C:18]1[CH:19]=[C:14]([NH:12][C:9]2[CH:8]=[C:7]([C:1]3[CH:2]=[CH:3][CH:4]=[CH:5][CH:6]=3)[O:11][N:10]=2)[C:15](=[O:22])[N:16]([CH3:21])[CH:17]=1. The yield is 0.870. (4) The reactants are [Na:1].[CH3:2][C:3]1[C:4]([CH2:22][S:23]([C:25]2[NH:29][C:28]3[CH:30]=[CH:31][CH:32]=[CH:33][C:27]=3[N:26]=2)=[O:24])=[N:5][CH:6]=[CH:7][C:8]=1[O:9][CH2:10]C1(C)OCC2(OCCO2)CO1.ClC1C=C[N+]([O-])=C(C)C=1C.[CH3:44][O:45][CH2:46][C:47]1([CH2:52]CO)[O:51][CH2:50][CH2:49][O:48]1. No catalyst specified. The product is [Na:1].[CH3:44][O:45][CH2:46][C:47]1([CH2:52][CH2:10][O:9][C:8]2[CH:7]=[CH:6][N:5]=[C:4]([CH2:22][S:23]([C:25]3[NH:29][C:28]4[CH:30]=[CH:31][CH:32]=[CH:33][C:27]=4[N:26]=3)=[O:24])[C:3]=2[CH3:2])[O:51][CH2:50][CH2:49][O:48]1. The yield is 0.0390. (5) The reactants are [C:1]([O:5][C:6]([C:8]1[CH:42]=[CH:41][CH:40]=[CH:39][C:9]=1[CH2:10][N:11]1[C:15](=[O:16])[C:14]2([CH2:21][CH2:20][N:19](C(OCC3C=CC=CC=3)=O)[CH2:18][CH2:17]2)[N:13]([C:32]2[CH:37]=[CH:36][C:35]([F:38])=[CH:34][CH:33]=2)[CH2:12]1)=[O:7])([CH3:4])([CH3:3])[CH3:2]. The catalyst is CO.[Pd]. The product is [F:38][C:35]1[CH:36]=[CH:37][C:32]([N:13]2[C:14]3([CH2:17][CH2:18][NH:19][CH2:20][CH2:21]3)[C:15](=[O:16])[N:11]([CH2:10][C:9]3[CH:39]=[CH:40][CH:41]=[CH:42][C:8]=3[C:6]([O:5][C:1]([CH3:4])([CH3:2])[CH3:3])=[O:7])[CH2:12]2)=[CH:33][CH:34]=1. The yield is 0.960. (6) The reactants are [CH3:1][CH2:2][C@H:3]([C@H:11]([CH2:13][N:14]([CH3:16])[CH3:15])[CH3:12])[C:4]1[CH:5]=[CH:6][CH:7]=[C:8]([OH:10])[CH:9]=1.CC(=O)CC.C[Si](C)(C)[Cl:24]. The catalyst is O. The product is [CH3:1][CH2:2][C@H:3]([C@H:11]([CH2:13][N:14]([CH3:16])[CH3:15])[CH3:12])[C:4]1[CH:5]=[CH:6][CH:7]=[C:8]([OH:10])[CH:9]=1.[ClH:24]. The yield is 0.978. (7) The reactants are [CH2:1]([CH:4]1[CH2:8][N:7]([CH2:9][C:10]2[N:11]=[CH:12][N:13](C(C3C=CC=CC=3)(C3C=CC=CC=3)C3C=CC=CC=3)[CH:14]=2)[C:6](=[O:34])[CH2:5]1)[CH2:2][CH3:3]. The catalyst is CC(O)=O.O. The product is [NH:13]1[CH:14]=[C:10]([CH2:9][N:7]2[CH2:8][CH:4]([CH2:1][CH2:2][CH3:3])[CH2:5][C:6]2=[O:34])[N:11]=[CH:12]1. The yield is 0.880. (8) The reactants are [CH3:1][O:2][C:3]([NH:5][C@@H:6]([CH:10]([CH3:12])[CH3:11])[C:7](O)=[O:8])=[O:4].CN(C(ON1N=NC2C=CC=NC1=2)=[N+](C)C)C.F[P-](F)(F)(F)(F)F.[Br:37][C:38]1[CH:51]=[CH:50][C:41]2[NH:42][C:43]([C@@H:45]3[CH2:49][CH2:48][CH2:47][NH:46]3)=[N:44][C:40]=2[CH:39]=1.CCN(C(C)C)C(C)C. The catalyst is CN(C=O)C.[Cl-].[Na+].O. The product is [Br:37][C:38]1[CH:51]=[CH:50][C:41]2[NH:42][C:43]([C@@H:45]3[CH2:49][CH2:48][CH2:47][N:46]3[C:7](=[O:8])[C@@H:6]([NH:5][C:3](=[O:4])[O:2][CH3:1])[CH:10]([CH3:12])[CH3:11])=[N:44][C:40]=2[CH:39]=1. The yield is 0.629. (9) The reactants are [F:1][C:2]1[CH:7]=[CH:6][C:5]([C:8](=[O:17])[C:9]2[CH:14]=[CH:13][C:12]([O:15][CH3:16])=[CH:11][CH:10]=2)=[CH:4][C:3]=1[S:18](Cl)(=[O:20])=[O:19].[NH4+:22]. The catalyst is C(Cl)Cl. The product is [F:1][C:2]1[CH:7]=[CH:6][C:5]([C:8](=[O:17])[C:9]2[CH:14]=[CH:13][C:12]([O:15][CH3:16])=[CH:11][CH:10]=2)=[CH:4][C:3]=1[S:18]([NH2:22])(=[O:20])=[O:19]. The yield is 0.320.